Predict the reaction yield, written as a fraction of the theoretical maximum amount of product (1.0 means a 100% yield; for example, 0.34 means a 34% yield). From a dataset of Reaction yield outcomes from USPTO patents with 853,638 reactions. The reactants are [Cl:1][C:2]1[CH:7]=[C:6]([Cl:8])[CH:5]=[CH:4][C:3]=1[C:9]1[C:17]2[O:16][CH:15]([CH2:18]OS(C3C=CC(C)=CC=3)(=O)=O)[O:14][C:13]=2[CH:12]=[C:11]([F:30])[CH:10]=1.[N-:31]=[N+:32]=[N-:33].[Na+]. The catalyst is CN(C=O)C. The product is [N:31]([CH2:18][CH:15]1[O:14][C:13]2[CH:12]=[C:11]([F:30])[CH:10]=[C:9]([C:3]3[CH:4]=[CH:5][C:6]([Cl:8])=[CH:7][C:2]=3[Cl:1])[C:17]=2[O:16]1)=[N+:32]=[N-:33]. The yield is 0.890.